This data is from Full USPTO retrosynthesis dataset with 1.9M reactions from patents (1976-2016). The task is: Predict the reactants needed to synthesize the given product. The reactants are: [CH3:1][C:2]1[O:6][C:5]([C:7]2[CH:8]=[C:9]([CH3:13])[CH:10]=[CH:11][CH:12]=2)=[N:4][C:3]=1[CH2:14][O:15][C@H:16]1[CH2:21][CH2:20][CH2:19][C@@H:18]([O:22][CH2:23][CH2:24][CH2:25][C:26]#[N:27])[CH2:17]1.C([Sn]([N:41]=[N+:42]=[N-:43])(CCCC)CCCC)CCC.C(O)(C(F)(F)F)=O. Given the product [CH3:1][C:2]1[O:6][C:5]([C:7]2[CH:8]=[C:9]([CH3:13])[CH:10]=[CH:11][CH:12]=2)=[N:4][C:3]=1[CH2:14][O:15][C@H:16]1[CH2:21][CH2:20][CH2:19][C@@H:18]([O:22][CH2:23][CH2:24][CH2:25][C:26]2[N:41]=[N:42][NH:43][N:27]=2)[CH2:17]1, predict the reactants needed to synthesize it.